Dataset: Full USPTO retrosynthesis dataset with 1.9M reactions from patents (1976-2016). Task: Predict the reactants needed to synthesize the given product. (1) Given the product [Br:1][C:2]1[CH:3]=[C:4]2[C:11]([C:12]([OH:14])=[O:13])=[C:10]([C:16]3[CH:21]=[CH:20][C:19]([F:22])=[CH:18][CH:17]=3)[O:9][C:5]2=[N:6][C:7]=1[Cl:8], predict the reactants needed to synthesize it. The reactants are: [Br:1][C:2]1[CH:3]=[C:4]2[C:11]([C:12]([O:14]C)=[O:13])=[C:10]([C:16]3[CH:21]=[CH:20][C:19]([F:22])=[CH:18][CH:17]=3)[O:9][C:5]2=[N:6][C:7]=1[Cl:8].BrC1C=C2C=C(C3C=CC(F)=CC=3)OC2=NC=1Cl.[OH-].[Na+]. (2) Given the product [C:15]([O:19][C:20](=[O:50])[CH2:21][CH:22]([C:26]1[CH:31]=[CH:30][C:29]([O:32][CH2:33][C:34]2[CH:35]=[C:36]([C:40]3[CH:45]=[CH:44][C:43]([C:46]([F:49])([F:48])[F:47])=[CH:42][CH:41]=3)[CH:37]=[CH:38][CH:39]=2)=[CH:28][CH:27]=1)[C:23]([NH2:2])=[O:24])([CH3:18])([CH3:17])[CH3:16], predict the reactants needed to synthesize it. The reactants are: O[N:2]1C2C=CC=CC=2N=N1.C(Cl)CCl.[C:15]([O:19][C:20](=[O:50])[CH2:21][CH:22]([C:26]1[CH:31]=[CH:30][C:29]([O:32][CH2:33][C:34]2[CH:35]=[C:36]([C:40]3[CH:45]=[CH:44][C:43]([C:46]([F:49])([F:48])[F:47])=[CH:42][CH:41]=3)[CH:37]=[CH:38][CH:39]=2)=[CH:28][CH:27]=1)[C:23](O)=[O:24])([CH3:18])([CH3:17])[CH3:16].[OH-].[NH4+]. (3) Given the product [CH2:23]([NH:22][S:19]([C:16]1[CH:15]=[CH:14][C:13]([NH:12][C:10]([NH:9][C:5]2[CH:6]=[CH:7][CH:8]=[C:3]([C:1]#[N:2])[CH:4]=2)=[O:11])=[CH:18][CH:17]=1)(=[O:21])=[O:20])[C:24]1[CH:29]=[CH:28][CH:27]=[CH:26][CH:25]=1, predict the reactants needed to synthesize it. The reactants are: [C:1]([C:3]1[CH:4]=[C:5]([N:9]=[C:10]=[O:11])[CH:6]=[CH:7][CH:8]=1)#[N:2].[NH2:12][C:13]1[CH:18]=[CH:17][C:16]([S:19]([NH:22][CH2:23][C:24]2[CH:29]=[CH:28][CH:27]=[CH:26][CH:25]=2)(=[O:21])=[O:20])=[CH:15][CH:14]=1. (4) Given the product [C:1]([O:5][C:6]([NH:8][C@@H:9]([CH3:12])[CH:10]=[O:11])=[O:7])([CH3:4])([CH3:3])[CH3:2], predict the reactants needed to synthesize it. The reactants are: [C:1]([O:5][C:6]([NH:8][C@@H:9]([CH3:12])[CH2:10][OH:11])=[O:7])([CH3:4])([CH3:3])[CH3:2].CC(OI1(OC(C)=O)(OC(C)=O)OC(=O)C2C=CC=CC1=2)=O.S(=O)(O)[O-].[Na+]. (5) Given the product [CH:1]([C:4]1[N:8]2[C:9]([CH3:17])=[CH:10][CH:11]=[C:12]([C:13]([OH:15])=[O:14])[C:7]2=[N:6][N:5]=1)([CH3:3])[CH3:2], predict the reactants needed to synthesize it. The reactants are: [CH:1]([C:4]1[N:8]2[C:9]([CH3:17])=[CH:10][CH:11]=[C:12]([C:13]([O:15]C)=[O:14])[C:7]2=[N:6][N:5]=1)([CH3:3])[CH3:2].[OH-].[Na+].Cl. (6) Given the product [Si:1]([O:8][CH2:9][CH2:10][N:11]1[C:12](=[O:13])[C:14]2[CH:18]=[C:17]([CH2:19][CH3:20])[S:16][C:15]=2[NH:21][C:22]1=[O:26])([C:4]([CH3:7])([CH3:6])[CH3:5])([CH3:3])[CH3:2], predict the reactants needed to synthesize it. The reactants are: [Si:1]([O:8][CH2:9][CH2:10][NH:11][C:12]([C:14]1[CH:18]=[C:17]([CH2:19][CH3:20])[S:16][C:15]=1[NH:21][C:22](=[O:26])OCC)=[O:13])([C:4]([CH3:7])([CH3:6])[CH3:5])([CH3:3])[CH3:2].CN(C)C=O.